Task: Predict the product of the given reaction.. Dataset: Forward reaction prediction with 1.9M reactions from USPTO patents (1976-2016) (1) Given the reactants [NH2:1][C:2]1[N:10]=[CH:9][N:8]=[C:7]2[C:3]=1[N:4]=[CH:5][N:6]2[C@H:11]1[C@@H:15]2[O:16]C(C)(C)[O:18][C@@H:14]2[C@@H:13]([CH2:21][N:22]([CH:41]([CH3:43])[CH3:42])[CH2:23][CH2:24][CH2:25][NH:26][C:27]([NH:29][C:30]2[CH:35]=[CH:34][C:33]([Cl:36])=[C:32]([C:37]([F:40])([F:39])[F:38])[CH:31]=2)=[O:28])[O:12]1.C([O-])([O-])=O.[K+].[K+].O, predict the reaction product. The product is: [NH2:1][C:2]1[N:10]=[CH:9][N:8]=[C:7]2[C:3]=1[N:4]=[CH:5][N:6]2[C@@H:11]1[O:12][C@H:13]([CH2:21][N:22]([CH:41]([CH3:43])[CH3:42])[CH2:23][CH2:24][CH2:25][NH:26][C:27]([NH:29][C:30]2[CH:35]=[CH:34][C:33]([Cl:36])=[C:32]([C:37]([F:38])([F:40])[F:39])[CH:31]=2)=[O:28])[C@@H:14]([OH:18])[C@H:15]1[OH:16]. (2) Given the reactants [I:1][C:2]1[CH:3]=[C:4]2[C:9](=[CH:10][CH:11]=1)[N:8]=[C:7]([NH2:12])[CH:6]=[CH:5]2.Cl[CH2:14][C:15](=O)[CH3:16].C(=O)(O)[O-].[Na+], predict the reaction product. The product is: [I:1][C:2]1[CH:3]=[C:4]2[C:9](=[CH:10][CH:11]=1)[N:8]1[CH:14]=[C:15]([CH3:16])[N:12]=[C:7]1[CH:6]=[CH:5]2. (3) Given the reactants C[C:2]1[CH:3]=[CH:4][C:5]([N:11]2[N:15]=[CH:14][CH:13]=[N:12]2)=[C:6]([CH:10]=1)[C:7]([OH:9])=[O:8].[CH3:16]C1C=CC(C(O)=O)=C(I)C=1.N1C=CN=N1, predict the reaction product. The product is: [CH3:16][C:3]1[CH:2]=[CH:10][C:6]([C:7]([OH:9])=[O:8])=[C:5]([N:11]2[N:12]=[CH:13][CH:14]=[N:15]2)[CH:4]=1. (4) Given the reactants [NH2:1][C:2]1[NH:3][C:4]2[C:9]([C:10]=1[C:11]#[N:12])=[CH:8][CH:7]=[C:6]([N+:13]([O-:15])=[O:14])[CH:5]=2.CO[CH:18]1[CH2:22][CH2:21][CH:20](OC)O1.[C:25](=[O:28])(O)[O-].[Na+].C(=O)=O, predict the reaction product. The product is: [N+:13]([C:6]1[CH:5]=[C:4]2[C:9]([C:10]([C:11]#[N:12])=[C:2]([N:1]3[CH:18]=[CH:22][CH:21]=[CH:20]3)[NH:3]2)=[CH:8][CH:7]=1)([O-:15])=[O:14].[CH2:18]([N:3]1[C:4]2[C:9](=[CH:8][CH:7]=[C:6]([O:28][CH3:25])[CH:5]=2)[C:10]([C:11]#[N:12])=[CH:2]1)[CH3:22].